Task: Predict the product of the given reaction.. Dataset: Forward reaction prediction with 1.9M reactions from USPTO patents (1976-2016) Given the reactants C(=O)([O-])O[CH2:3][CH:4]=[CH:5][C:6]1[CH:11]=[CH:10][CH:9]=[CH:8][CH:7]=1.[F:14][C:15]1[CH:21]=[CH:20][C:18]([NH2:19])=[CH:17][CH:16]=1, predict the reaction product. The product is: [C:4]([CH:5]([C:6]1[CH:11]=[CH:10][CH:9]=[CH:8][CH:7]=1)[NH:19][C:18]1[CH:20]=[CH:21][C:15]([F:14])=[CH:16][CH:17]=1)#[CH:3].